Predict the reactants needed to synthesize the given product. From a dataset of Full USPTO retrosynthesis dataset with 1.9M reactions from patents (1976-2016). (1) Given the product [Na+:5].[C:12]([C:16]1[CH:21]=[CH:20][C:19]([S:22]([O-:24])=[O:23])=[CH:18][CH:17]=1)([CH3:15])([CH3:13])[CH3:14], predict the reactants needed to synthesize it. The reactants are: C(=O)(O)[O-].[Na+:5].S([O-])([O-])=O.[Na+].[Na+].[C:12]([C:16]1[CH:21]=[CH:20][C:19]([S:22](Cl)(=[O:24])=[O:23])=[CH:18][CH:17]=1)([CH3:15])([CH3:14])[CH3:13]. (2) Given the product [CH2:1]([N:3]([C@H:28]1[CH2:33][CH2:32][C@H:31]([OH:34])[CH2:30][CH2:29]1)[C:4]1[C:19]2[CH2:18][CH:17]=[CH:16][CH2:15][CH2:14][C:13]3[CH:20]=[C:21]([CH3:26])[NH:22][C:23](=[O:24])[C:12]=3[CH2:11][NH:10][C:9](=[O:27])[C:8]=2[CH:7]=[CH:6][CH:5]=1)[CH3:2], predict the reactants needed to synthesize it. The reactants are: [CH2:1]([N:3]([C@H:28]1[CH2:33][CH2:32][C@H:31]([OH:34])[CH2:30][CH2:29]1)[C:4]1[C:19]2[CH2:18][CH:17]=[CH:16][CH2:15][CH2:14][C:13]3[CH:20]=[C:21]([CH3:26])[N:22]=[C:23]([O:24]C)[C:12]=3[CH2:11][NH:10][C:9](=[O:27])[C:8]=2[CH:7]=[CH:6][CH:5]=1)[CH3:2].Cl. (3) The reactants are: [Br:1][C:2]1[CH:7]=[C:6]([F:8])[CH:5]=[CH:4][C:3]=1[OH:9].[CH2:10]1N2CN3CN(C2)CN1C3.[OH2:20].S(=O)(=O)(O)O. Given the product [Br:1][C:2]1[C:3]([OH:9])=[C:4]([CH:5]=[C:6]([F:8])[CH:7]=1)[CH:10]=[O:20], predict the reactants needed to synthesize it. (4) Given the product [Cl:19][C:3]1[CH:4]=[C:5]([Cl:18])[C:6]([N:8]2[C:12](=[O:13])[N:11]([CH:14]([F:15])[F:16])[C:10]([CH3:17])=[N:9]2)=[CH:7][C:2]=1[NH:1][S:36]([CH3:35])(=[O:38])=[O:37], predict the reactants needed to synthesize it. The reactants are: [NH2:1][C:2]1[C:3]([Cl:19])=[CH:4][C:5]([Cl:18])=[C:6]([N:8]2[C:12](=[O:13])[N:11]([CH:14]([F:16])[F:15])[C:10]([CH3:17])=[N:9]2)[CH:7]=1.O.C1(C)C(C)=CC=CC=1.C(=O)([O-])[O-].[Na+].[Na+].[CH3:35][S:36](Cl)(=[O:38])=[O:37].Cl. (5) The reactants are: [CH3:1][C:2]1([CH3:12])[O:6][C:5](=[CH:7][C:8](Cl)=[O:9])[C:4](=[O:11])[O:3]1.[F:13][C:14]1[CH:26]=[CH:25][C:17]([CH2:18][NH:19][O:20][CH2:21][CH:22]([CH3:24])[CH3:23])=[CH:16][CH:15]=1. Given the product [CH3:1][C:2]1([CH3:12])[O:6][C:5](=[CH:7][C:8]([N:19]([CH2:18][C:17]2[CH:16]=[CH:15][C:14]([F:13])=[CH:26][CH:25]=2)[O:20][CH2:21][CH:22]([CH3:24])[CH3:23])=[O:9])[C:4](=[O:11])[O:3]1, predict the reactants needed to synthesize it. (6) The reactants are: OC1N=C2C=C(OCC3SC=C(C(C)C)N=3)C=CN2C(=O)C=1/C=C/C(OC(C)(C)C)=O.[CH:32]1([C:36]2[N:37]=[C:38]([NH:41][C:42]([C:44]3[CH:72]=[CH:71][N:47]4[C:48](=[O:70])[C:49](/[CH:61]=[CH:62]/[C:63]([O:65][C:66]([CH3:69])([CH3:68])[CH3:67])=[O:64])=[C:50]([N:52]5[CH2:57][CH2:56][CH2:55][CH:54]([O:58]C=O)[CH2:53]5)[N:51]=[C:46]4[CH:45]=3)=[O:43])[S:39][CH:40]=2)[CH2:35][CH2:34][CH2:33]1. Given the product [CH:32]1([C:36]2[N:37]=[C:38]([NH:41][C:42]([C:44]3[CH:72]=[CH:71][N:47]4[C:48](=[O:70])[C:49](/[CH:61]=[CH:62]/[C:63]([O:65][C:66]([CH3:67])([CH3:68])[CH3:69])=[O:64])=[C:50]([N:52]5[CH2:57][CH2:56][CH2:55][CH:54]([OH:58])[CH2:53]5)[N:51]=[C:46]4[CH:45]=3)=[O:43])[S:39][CH:40]=2)[CH2:35][CH2:34][CH2:33]1, predict the reactants needed to synthesize it.